From a dataset of Reaction yield outcomes from USPTO patents with 853,638 reactions. Predict the reaction yield, written as a fraction of the theoretical maximum amount of product (1.0 means a 100% yield; for example, 0.34 means a 34% yield). The reactants are [C:1](/[N:3]=[C:4](\SC)/[NH:5][C:6]1[CH:11]=[CH:10][N:9]=[CH:8][CH:7]=1)#[N:2].[CH2:14]([S:21]([C:24]1[CH:29]=[CH:28][C:27]([CH2:30][NH2:31])=[CH:26][CH:25]=1)(=[O:23])=[O:22])[C:15]1[CH:20]=[CH:19][CH:18]=[CH:17][CH:16]=1. The catalyst is CN(C1C=CN=CC=1)C.N1C=CC=CC=1. The product is [CH2:14]([S:21]([C:24]1[CH:25]=[CH:26][C:27]([CH2:30][NH:31]/[C:4](/[NH:5][C:6]2[CH:7]=[CH:8][N:9]=[CH:10][CH:11]=2)=[N:3]\[C:1]#[N:2])=[CH:28][CH:29]=1)(=[O:23])=[O:22])[C:15]1[CH:16]=[CH:17][CH:18]=[CH:19][CH:20]=1. The yield is 0.320.